This data is from Forward reaction prediction with 1.9M reactions from USPTO patents (1976-2016). The task is: Predict the product of the given reaction. (1) Given the reactants Cl[C:2]([O:4][C:5]1[C:10]([Cl:11])=[CH:9][CH:8]=[CH:7][C:6]=1[Cl:12])=[O:3].Cl.[CH2:14]1[C:23]2[C:18](=[CH:19][CH:20]=[CH:21][CH:22]=2)[CH2:17][CH2:16][N:15]1[NH2:24].C(N(CC)C(C)C)(C)C, predict the reaction product. The product is: [Cl:12][C:6]1[CH:7]=[CH:8][CH:9]=[C:10]([Cl:11])[C:5]=1[O:4][C:2](=[O:3])[NH:24][N:15]1[CH2:16][CH2:17][C:18]2[C:23](=[CH:22][CH:21]=[CH:20][CH:19]=2)[CH2:14]1. (2) Given the reactants [Br:1][C:2]1[CH:3]=[CH:4][C:5]([F:33])=[C:6](/[C:8](=[N:26]\[S:27]([C:29]([CH3:32])([CH3:31])[CH3:30])=[O:28])/[CH2:9][C:10]2([S:16][CH2:17][C:18]3[CH:23]=[CH:22][C:21]([O:24][CH3:25])=[CH:20][CH:19]=3)[CH2:15][CH2:14][O:13][CH2:12][CH2:11]2)[CH:7]=1.[CH3:34][Mg+].[Br-], predict the reaction product. The product is: [Br:1][C:2]1[CH:3]=[CH:4][C:5]([F:33])=[C:6]([C:8]([NH:26][S:27]([C:29]([CH3:30])([CH3:32])[CH3:31])=[O:28])([CH3:34])[CH2:9][C:10]2([S:16][CH2:17][C:18]3[CH:23]=[CH:22][C:21]([O:24][CH3:25])=[CH:20][CH:19]=3)[CH2:15][CH2:14][O:13][CH2:12][CH2:11]2)[CH:7]=1. (3) The product is: [C:24]1([CH2:23][O:22][C:19]2[CH:20]=[C:12]([C:10]3[N:11]=[C:7]([C:4]4[CH:5]=[CH:6][N:1]=[CH:2][CH:3]=4)[S:8][CH:9]=3)[C:13](=[O:14])[NH:15][CH:18]=2)[CH:29]=[CH:28][CH:27]=[CH:26][CH:25]=1. Given the reactants [N:1]1[CH:6]=[CH:5][C:4]([C:7]2[S:8][CH:9]=[C:10]([CH2:12][C:13]([NH2:15])=[O:14])[N:11]=2)=[CH:3][CH:2]=1.CN(C)[CH:18]=[C:19]([O:22][CH2:23][C:24]1[CH:29]=[CH:28][CH:27]=[CH:26][CH:25]=1)[CH:20]=O.[H-].[Na+], predict the reaction product. (4) Given the reactants [CH2:1]([S:3]([CH2:6][CH2:7][C:8]12[CH2:15][CH2:14][C:11]([C:16]([NH:18][CH3:19])=O)([CH2:12][CH2:13]1)[CH2:10][CH2:9]2)(=[O:5])=[O:4])[CH3:2].C(Cl)(=O)C(Cl)=O.[F:26][C:27]([F:40])([F:39])[C:28]1[CH:33]=[CH:32][CH:31]=[CH:30][C:29]=1[C:34]1NN=[N:36][N:35]=1, predict the reaction product. The product is: [CH2:1]([S:3]([CH2:6][CH2:7][C:8]12[CH2:15][CH2:14][C:11]([C:16]3[N:18]([CH3:19])[C:34]([C:29]4[CH:30]=[CH:31][CH:32]=[CH:33][C:28]=4[C:27]([F:26])([F:40])[F:39])=[N:35][N:36]=3)([CH2:12][CH2:13]1)[CH2:10][CH2:9]2)(=[O:5])=[O:4])[CH3:2].